Dataset: Forward reaction prediction with 1.9M reactions from USPTO patents (1976-2016). Task: Predict the product of the given reaction. (1) Given the reactants [C:1]([C:3]1[CH:4]=[C:5]([CH:24]=[CH:25][C:26]=1[O:27][CH:28]([CH3:30])[CH3:29])[CH2:6][O:7][C:8]1[CH:16]=[CH:15][C:14]2[N:13]3[CH2:17][CH2:18][CH:19]([CH2:20][C:21]([OH:23])=[O:22])[C:12]3=[CH:11][C:10]=2[CH:9]=1)#[N:2].C1C(=O)N([Cl:38])C(=O)C1, predict the reaction product. The product is: [Cl:38][C:11]1[C:10]2[CH:9]=[C:8]([O:7][CH2:6][C:5]3[CH:24]=[CH:25][C:26]([O:27][CH:28]([CH3:30])[CH3:29])=[C:3]([C:1]#[N:2])[CH:4]=3)[CH:16]=[CH:15][C:14]=2[N:13]2[CH2:17][CH2:18][CH:19]([CH2:20][C:21]([OH:23])=[O:22])[C:12]=12. (2) Given the reactants [Cl:1][C:2]1[CH:7]=[CH:6][C:5]([C:8]2[S:9][C:10]([CH:13]=[O:14])=[CH:11][N:12]=2)=[CH:4][CH:3]=1.[BH4-].[Na+], predict the reaction product. The product is: [Cl:1][C:2]1[CH:3]=[CH:4][C:5]([C:8]2[S:9][C:10]([CH2:13][OH:14])=[CH:11][N:12]=2)=[CH:6][CH:7]=1. (3) The product is: [CH2:1]([O:3][C:4](=[O:32])[C:5]([O:8][C:9]1[CH:14]=[CH:13][C:12]([O:15][CH2:16][CH2:17][C:18]2[N:19]=[C:20]([C:24]3[CH:29]=[CH:28][CH:27]=[CH:26][CH:25]=3)[O:21][C:22]=2[CH3:23])=[CH:11][C:10]=1[CH2:30][Br:53])([CH3:7])[CH3:6])[CH3:2]. Given the reactants [CH2:1]([O:3][C:4](=[O:32])[C:5]([O:8][C:9]1[CH:14]=[CH:13][C:12]([O:15][CH2:16][CH2:17][C:18]2[N:19]=[C:20]([C:24]3[CH:29]=[CH:28][CH:27]=[CH:26][CH:25]=3)[O:21][C:22]=2[CH3:23])=[CH:11][C:10]=1[CH2:30]O)([CH3:7])[CH3:6])[CH3:2].C1(P(C2C=CC=CC=2)C2C=CC=CC=2)C=CC=CC=1.C(Br)(Br)(Br)[Br:53].CCOC(C)=O, predict the reaction product. (4) Given the reactants [CH3:1][O:2][C:3]1[CH:29]=[CH:28][C:6]2[NH:7][C:8](=[O:27])[N:9]([CH:12]3[CH2:17][CH2:16][N:15]([C:18]4[CH:23]=[C:22]([C:24](O)=[O:25])C=CN=4)[CH2:14][CH2:13]3)[CH2:10][CH2:11][C:5]=2[CH:4]=1.[S:30]1[C:39]2[CH2:38][CH2:37][NH:36][CH2:35][CH2:34][C:33]=2[N:32]=[CH:31]1.CCN(C(C)C)C(C)C.C[N:50]([C:52](ON1N=NC2C=CC=CC1=2)=[N+:53](C)C)C.[B-](F)(F)(F)F, predict the reaction product. The product is: [CH3:1][O:2][C:3]1[CH:29]=[CH:28][C:6]2[NH:7][C:8](=[O:27])[N:9]([CH:12]3[CH2:13][CH2:14][N:15]([C:18]4[CH:23]=[C:22]([C:24]([N:36]5[CH2:37][CH2:38][C:39]6[S:30][CH:31]=[N:32][C:33]=6[CH2:34][CH2:35]5)=[O:25])[N:53]=[CH:52][N:50]=4)[CH2:16][CH2:17]3)[CH2:10][CH2:11][C:5]=2[CH:4]=1. (5) Given the reactants C[CH2:2][CH2:3][CH2:4][OH:5].Cl.[N:7]1([C:13]2[C:19]3[CH:20]=[CH:21][CH:22]=[CH:23][C:18]=3[S:17][C:16]3[CH:24]=[CH:25][CH:26]=[CH:27][C:15]=3[N:14]=2)[CH2:12][CH2:11][NH:10][CH2:9][CH2:8]1.[C:28]([O-:31])([O-:30])=O.[Na+].[Na+].Cl[CH2:35][CH2:36][O:37][CH2:38][CH2:39][OH:40], predict the reaction product. The product is: [CH:21]1[CH:22]=[CH:23][C:18]2[S:17][C:16]3[CH:24]=[CH:25][CH:26]=[CH:27][C:15]=3[N:14]=[C:13]([N:7]3[CH2:8][CH2:9][N:10]([CH2:35][CH2:36][O:37][CH2:38][CH2:39][OH:40])[CH2:11][CH2:12]3)[C:19]=2[CH:20]=1.[CH:3](/[C:4]([OH:5])=[O:37])=[CH:2]\[C:28]([OH:31])=[O:30]. (6) Given the reactants [F:1][C:2]([F:40])([F:39])[O:3][C:4]1[CH:5]=[C:6]([C:16]2[O:20][N:19]=[C:18]([C:21]3[CH:29]=[CH:28][C:27]4[NH:26][C:25]5[CH:30]([CH2:33][C:34]([O:36]CC)=[O:35])[CH2:31][CH2:32][C:24]=5[C:23]=4[CH:22]=3)[N:17]=2)[CH:7]=[C:8]([C:10]#[C:11][Si](C)(C)C)[CH:9]=1.[OH-].[Na+], predict the reaction product. The product is: [C:10]([C:8]1[CH:7]=[C:6]([C:16]2[O:20][N:19]=[C:18]([C:21]3[CH:29]=[CH:28][C:27]4[NH:26][C:25]5[CH:30]([CH2:33][C:34]([OH:36])=[O:35])[CH2:31][CH2:32][C:24]=5[C:23]=4[CH:22]=3)[N:17]=2)[CH:5]=[C:4]([O:3][C:2]([F:39])([F:40])[F:1])[CH:9]=1)#[CH:11].